Dataset: Forward reaction prediction with 1.9M reactions from USPTO patents (1976-2016). Task: Predict the product of the given reaction. Given the reactants [N+:1]([C:4]1[CH:20]=[CH:19][C:7]([O:8][CH2:9][C:10]2[N:11]=[C:12]([NH:15][C:16](=[O:18])[CH3:17])[S:13][CH:14]=2)=[CH:6][CH:5]=1)([O-])=O.[H][H], predict the reaction product. The product is: [NH2:1][C:4]1[CH:20]=[CH:19][C:7]([O:8][CH2:9][C:10]2[N:11]=[C:12]([NH:15][C:16](=[O:18])[CH3:17])[S:13][CH:14]=2)=[CH:6][CH:5]=1.